Task: Predict the reaction yield, written as a fraction of the theoretical maximum amount of product (1.0 means a 100% yield; for example, 0.34 means a 34% yield).. Dataset: Reaction yield outcomes from USPTO patents with 853,638 reactions (1) The catalyst is CN(C1C=CN=CC=1)C.ClCCl. The reactants are Cl[C:2]([O:4][CH2:5][CH3:6])=[O:3].[CH:7]12[CH2:16][CH:11]3[CH2:12][CH:13]([CH2:15][CH:9]([CH2:10]3)[CH:8]1[C:17]1[CH:22]=[C:21]([CH3:23])[CH:20]=[CH:19][C:18]=1[OH:24])[CH2:14]2.CCN(CC)CC. The product is [C:2](=[O:3])([O:4][CH2:5][CH3:6])[O:24][C:18]1[CH:19]=[CH:20][C:21]([CH3:23])=[CH:22][C:17]=1[CH:8]1[CH:9]2[CH2:10][CH:11]3[CH2:12][CH:13]([CH2:14][CH:7]1[CH2:16]3)[CH2:15]2. The yield is 0.940. (2) The reactants are [N+:1]([C:4]1[CH:5]=[C:6]([CH:8]=[CH:9][CH:10]=1)[NH2:7])([O-:3])=[O:2].Cl[CH2:12][C:13](Cl)=[O:14].[CH2:16]([NH:18][CH2:19][CH3:20])[CH3:17]. The catalyst is C1COCC1. The product is [CH2:16]([N:18]([CH2:19][CH3:20])[CH2:12][C:13]([NH:7][C:6]1[CH:8]=[CH:9][CH:10]=[C:4]([N+:1]([O-:3])=[O:2])[CH:5]=1)=[O:14])[CH3:17]. The yield is 0.500. (3) The reactants are [Br:1][CH:2]([CH3:6])[C:3](Cl)=[O:4].[NH:7]1[C:15]2[C:10](=[CH:11][CH:12]=[CH:13][C:14]=2[CH2:16][NH:17][CH2:18][C:19]2[CH:24]=[CH:23][C:22]([O:25][CH3:26])=[CH:21][C:20]=2[O:27][CH3:28])[CH:9]=[CH:8]1.C(N(CC)CC)C. The catalyst is O1CCCC1. The product is [CH3:28][O:27][C:20]1[CH:21]=[C:22]([O:25][CH3:26])[CH:23]=[CH:24][C:19]=1[CH2:18][N:17]([CH2:16][C:14]1[CH:13]=[CH:12][CH:11]=[C:10]2[C:15]=1[NH:7][CH:8]=[CH:9]2)[C:3](=[O:4])[CH:2]([Br:1])[CH3:6]. The yield is 0.630. (4) The reactants are [CH3:1][O:2][C:3](=[O:24])[CH:4]=[C:5]1[C:14]2[C:9](=[CH:10][C:11]([S:15]([C:18]3[CH:23]=[CH:22][CH:21]=[CH:20][CH:19]=3)(=[O:17])=[O:16])=[CH:12][CH:13]=2)[CH2:8][CH2:7][CH2:6]1.[H][H]. The catalyst is CCOC(C)=O.[Pd]. The product is [CH3:1][O:2][C:3](=[O:24])[CH2:4][CH:5]1[C:14]2[C:9](=[CH:10][C:11]([S:15]([C:18]3[CH:19]=[CH:20][CH:21]=[CH:22][CH:23]=3)(=[O:16])=[O:17])=[CH:12][CH:13]=2)[CH2:8][CH2:7][CH2:6]1. The yield is 0.922.